Predict the reactants needed to synthesize the given product. From a dataset of Full USPTO retrosynthesis dataset with 1.9M reactions from patents (1976-2016). (1) Given the product [ClH:3].[NH2:5][CH:6]1[CH2:11][CH2:10][C:9]([CH2:15][CH3:16])([C:12]([OH:14])=[O:13])[CH2:8][CH2:7]1, predict the reactants needed to synthesize it. The reactants are: S(Cl)([Cl:3])=O.[NH2:5][CH:6]1[CH2:11][CH2:10][CH:9]([C:12]([OH:14])=[O:13])[CH2:8][CH2:7]1.[CH2:15](O)[CH3:16]. (2) Given the product [CH:1]1([C:4]2[CH:9]=[C:8]([NH:10][CH:11]3[CH2:12][CH2:13][N:14]([C@H:17]4[CH2:22][CH2:21][C@H:20]([O:23][CH2:24][CH2:25][CH3:26])[CH2:19][CH2:18]4)[CH2:15][CH2:16]3)[C:7]([NH2:27])=[CH:6][CH:5]=2)[CH2:2][CH2:3]1, predict the reactants needed to synthesize it. The reactants are: [CH:1]1([C:4]2[CH:5]=[CH:6][C:7]([N+:27]([O-])=O)=[C:8]([NH:10][CH:11]3[CH2:16][CH2:15][N:14]([C@H:17]4[CH2:22][CH2:21][C@H:20]([O:23][CH2:24][CH2:25][CH3:26])[CH2:19][CH2:18]4)[CH2:13][CH2:12]3)[CH:9]=2)[CH2:3][CH2:2]1.O.NN. (3) Given the product [N:7]1[CH:2]=[CH:3][CH:4]=[CH:5][C:6]=1[C@@:8]12[O:23][CH2:22][O:21][C@@H:9]1[CH2:10][N:11]([C:14]([O:16][C:17]([CH3:18])([CH3:19])[CH3:20])=[O:15])[CH2:12][CH2:13]2, predict the reactants needed to synthesize it. The reactants are: Br[C:2]1[N:7]=[C:6]([C@@:8]23[O:23][CH2:22][O:21][C@@H:9]2[CH2:10][N:11]([C:14]([O:16][C:17]([CH3:20])([CH3:19])[CH3:18])=[O:15])[CH2:12][CH2:13]3)[CH:5]=[CH:4][CH:3]=1.